From a dataset of Reaction yield outcomes from USPTO patents with 853,638 reactions. Predict the reaction yield, written as a fraction of the theoretical maximum amount of product (1.0 means a 100% yield; for example, 0.34 means a 34% yield). (1) The reactants are [Br:1][C:2]1[CH:3]=[C:4]2[C:15](=[CH:16][CH:17]=1)[C:8]1[S:9][C:10]([C:12](=[O:14])[CH3:13])=[CH:11][C:7]=1[CH:6]=[CH:5]2.OC1C([O:26][S:27]([C:30]2[CH:36]=[CH:35][C:33]([CH3:34])=[CH:32][CH:31]=2)(=[O:29])=[O:28])=C(I)C=CC=1.C(O)C. The catalyst is C(#N)C. The product is [CH3:34][C:33]1[CH:32]=[CH:31][C:30]([S:27]([O:29][CH2:13][C:12]([C:10]2[S:9][C:8]3[C:15]4[C:4]([CH:5]=[CH:6][C:7]=3[CH:11]=2)=[CH:3][C:2]([Br:1])=[CH:17][CH:16]=4)=[O:14])(=[O:28])=[O:26])=[CH:36][CH:35]=1. The yield is 0.820. (2) The reactants are Cl.[Br:2][C:3]1[CH:8]=[CH:7][C:6]([NH:9][NH2:10])=[CH:5][CH:4]=1.[C:11]1(=O)[O:16][C:14](=[O:15])[C:13]2=[CH:17][CH:18]=[CH:19][CH:20]=[C:12]12. The catalyst is C(O)(=O)C. The product is [Br:2][C:3]1[CH:8]=[CH:7][C:6]([NH:9][N:10]2[C:14](=[O:15])[C:13]3[C:12](=[CH:20][CH:19]=[CH:18][CH:17]=3)[C:11]2=[O:16])=[CH:5][CH:4]=1. The yield is 0.840. (3) The reactants are [CH:1]([C:3]1[C:11]2[CH:10]=[CH:9][CH:8]=[CH:7][C:6]=2[N:5]2[CH2:12][CH2:13][N:14](C(OC(C)(C)C)=O)[CH2:15][CH2:16][C:4]=12)=[O:2].[F:24][C:25]([F:36])([F:35])C(OC(=O)[C:25]([F:36])([F:35])[F:24])=O.Cl. The catalyst is CN(C=O)C.CO. The product is [F:24][C:25]([F:36])([F:35])[C:1]([C:3]1[C:11]2[CH:10]=[CH:9][CH:8]=[CH:7][C:6]=2[N:5]2[CH2:12][CH2:13][NH:14][CH2:15][CH2:16][C:4]=12)=[O:2]. The yield is 0.870. (4) The reactants are [CH3:1][C:2](=[CH2:17])[CH2:3][N:4]1[CH2:9][CH2:8][N:7]([C:10]2[CH:15]=[CH:14][C:13]([NH2:16])=[CH:12][CH:11]=2)[CH2:6][CH2:5]1.C(N(CC)CC)C.[O:25]=[C:26]([C:30]1[N:38]2[C:33]([CH2:34][CH2:35][CH2:36][CH2:37]2)=[CH:32][C:31]=1[C:39]1[CH:44]=[CH:43][CH:42]=[CH:41][CH:40]=1)[C:27](Cl)=[O:28]. The catalyst is C(Cl)Cl. The product is [CH3:17][C:2](=[CH2:1])[CH2:3][N:4]1[CH2:9][CH2:8][N:7]([C:10]2[CH:15]=[CH:14][C:13]([NH:16][C:27](=[O:28])[C:26](=[O:25])[C:30]3[N:38]4[C:33]([CH2:34][CH2:35][CH2:36][CH2:37]4)=[CH:32][C:31]=3[C:39]3[CH:40]=[CH:41][CH:42]=[CH:43][CH:44]=3)=[CH:12][CH:11]=2)[CH2:6][CH2:5]1. The yield is 0.210.